This data is from Full USPTO retrosynthesis dataset with 1.9M reactions from patents (1976-2016). The task is: Predict the reactants needed to synthesize the given product. (1) Given the product [C:26]([O:30][C:31](=[O:49])[NH:32][CH:33]1[CH:38]=[CH:37][C:36]([C:39]([C:2]2[C:10]3[C:5](=[N:6][CH:7]=[CH:8][CH:9]=3)[NH:4][CH:3]=2)=[O:40])=[CH:35][N:34]1[CH2:53][C:52]1[CH:55]=[CH:56][CH:57]=[CH:58][C:51]=1[F:50])([CH3:29])([CH3:27])[CH3:28], predict the reactants needed to synthesize it. The reactants are: I[C:2]1[C:10]2[C:5](=[N:6][CH:7]=[CH:8][CH:9]=2)[N:4]([Si](C(C)C)(C(C)C)C(C)C)[CH:3]=1.C([Mg]Cl)(C)C.[C:26]([O:30][C:31](=[O:49])[N:32](CC1C=CC=CC=1F)[C:33]1[CH:38]=[CH:37][C:36]([CH:39]=[O:40])=[CH:35][N:34]=1)([CH3:29])([CH3:28])[CH3:27].[F:50][C:51]1[CH:58]=[CH:57][CH:56]=[CH:55][C:52]=1[CH:53]=O.[Cl-].[NH4+]. (2) Given the product [Br:8][C:5]1[CH:6]=[CH:7][C:2]([C:16]2[C:15]3[C:24]4=[C:23]5[C:12](=[CH:13][CH:14]=3)[CH:11]=[CH:10][CH:9]=[C:22]5[CH:21]=[CH:20][C:19]4=[CH:18][CH:17]=2)=[CH:3][CH:4]=1, predict the reactants needed to synthesize it. The reactants are: Br[C:2]1[CH:7]=[CH:6][C:5]([Br:8])=[CH:4][CH:3]=1.[C:9]1(B(O)O)[C:22]2[C:23]3=[C:24]4[C:19](=[CH:20][CH:21]=2)[CH:18]=[CH:17][CH:16]=[C:15]4[CH:14]=[CH:13][C:12]3=[CH:11][CH:10]=1.CCO. (3) Given the product [CH3:1][O:2][C:3]([C:4]1[CH:9]=[CH:8][C:7]2[N:10]([CH3:25])[C:11]([NH:14][C:15]3[S:16][C:17]4[CH:23]=[C:22]([Cl:24])[CH:21]=[CH:20][C:18]=4[N:19]=3)=[N:12][C:6]=2[CH:5]=1)=[O:13], predict the reactants needed to synthesize it. The reactants are: [CH3:1][O:2][C:3](=[O:13])[C:4]1[CH:9]=[CH:8][C:7]([NH:10][CH3:11])=[C:6]([NH2:12])[CH:5]=1.[NH2:14][C:15]1[S:16][C:17]2[CH:23]=[C:22]([Cl:24])[CH:21]=[CH:20][C:18]=2[N:19]=1.[C:25](N1C=CN=C1)(N1C=CN=C1)=S. (4) Given the product [C:2]1([NH:1][C:13]2[CH:12]=[C:11]([CH3:16])[N:10]=[C:9]([NH2:8])[N:14]=2)[CH:7]=[CH:6][CH:5]=[CH:4][CH:3]=1, predict the reactants needed to synthesize it. The reactants are: [NH2:1][C:2]1[CH:7]=[CH:6][CH:5]=[CH:4][CH:3]=1.[NH2:8][C:9]1[N:14]=[C:13](Cl)[CH:12]=[C:11]([CH3:16])[N:10]=1.Cl.[OH-].[K+]. (5) Given the product [NH2:7][C@H:8]1[CH2:13][CH2:12][CH2:11][CH2:10][C@H:9]1[NH:14][C:15]1[N:16]=[CH:17][C:18]2[CH:24]=[N:23][CH:22]=[C:21]([C:25]3[C:33]4[C:28](=[CH:29][C:30]([C:34]([NH2:35])=[O:36])=[CH:31][CH:32]=4)[NH:27][CH:26]=3)[C:19]=2[N:20]=1, predict the reactants needed to synthesize it. The reactants are: C(OC(=O)[NH:7][C@H:8]1[CH2:13][CH2:12][CH2:11][CH2:10][C@H:9]1[NH:14][C:15]1[N:16]=[CH:17][C:18]2[CH:24]=[N:23][CH:22]=[C:21]([C:25]3[C:33]4[C:28](=[CH:29][C:30]([C:34](=[O:36])[NH2:35])=[CH:31][CH:32]=4)[NH:27][CH:26]=3)[C:19]=2[N:20]=1)(C)(C)C.C(OC(=O)C)C.Cl. (6) The reactants are: [Br:1][C:2]1[CH:3]=[C:4]([N+]([O-])=O)[C:5]([C:8]#[N:9])=[N:6][CH:7]=1.[F-:13].C([N+](CCCC)(CCCC)CCCC)CCC.O1CCCC1. Given the product [Br:1][C:2]1[CH:3]=[C:4]([F:13])[C:5]([C:8]#[N:9])=[N:6][CH:7]=1, predict the reactants needed to synthesize it.